From a dataset of Full USPTO retrosynthesis dataset with 1.9M reactions from patents (1976-2016). Predict the reactants needed to synthesize the given product. (1) Given the product [CH3:1][C:2]1[C:3]([C:16]23[CH2:21][CH:20]2[CH2:19][CH2:18][C:17]3=[O:22])=[CH:4][C:5]2[C:6]([CH3:15])([CH3:14])[CH2:7][CH2:8][C:9]([CH3:12])([CH3:13])[C:10]=2[CH:11]=1, predict the reactants needed to synthesize it. The reactants are: [CH3:1][C:2]1[C:3]([C:16]23[CH2:21][CH:20]2[CH2:19][CH2:18][CH:17]3[OH:22])=[CH:4][C:5]2[C:6]([CH3:15])([CH3:14])[CH2:7][CH2:8][C:9]([CH3:13])([CH3:12])[C:10]=2[CH:11]=1.[Cr](Cl)([O-])(=O)=O.[NH+]1C=CC=CC=1. (2) The reactants are: [I:1][C:2]1[CH:3]=[CH:4][C:5]([O:10][CH3:11])=[C:6]([CH2:8][OH:9])[CH:7]=1.[CH3:12][S:13](Cl)(=[O:15])=[O:14]. Given the product [CH3:12][S:13]([O:9][CH2:8][C:6]1[CH:7]=[C:2]([I:1])[CH:3]=[CH:4][C:5]=1[O:10][CH3:11])(=[O:15])=[O:14], predict the reactants needed to synthesize it.